Dataset: Catalyst prediction with 721,799 reactions and 888 catalyst types from USPTO. Task: Predict which catalyst facilitates the given reaction. (1) Reactant: [H-].[Na+].[Br:3][C:4]1[CH:5]=[C:6]([CH:16]=[C:17]([O:19][C:20]2[CH:25]=[CH:24][C:23]([C:26]([F:29])([F:28])[F:27])=[CH:22][N:21]=2)[CH:18]=1)[CH2:7]P(=O)(OCC)OCC.O=[C:31]1[CH2:36][CH2:35][N:34]([C:37]([O:39][C:40]([CH3:43])([CH3:42])[CH3:41])=[O:38])[CH2:33][CH2:32]1. Product: [Br:3][C:4]1[CH:5]=[C:6]([CH:16]=[C:17]([O:19][C:20]2[CH:25]=[CH:24][C:23]([C:26]([F:27])([F:28])[F:29])=[CH:22][N:21]=2)[CH:18]=1)[CH:7]=[C:31]1[CH2:36][CH2:35][N:34]([C:37]([O:39][C:40]([CH3:43])([CH3:42])[CH3:41])=[O:38])[CH2:33][CH2:32]1. The catalyst class is: 1. (2) Reactant: [NH2:1][CH2:2][C@H:3]1[CH2:8][CH2:7][C@H:6]([N:9]2[C:13]3=[C:14]4[S:20][CH:19]=[CH:18][C:15]4=[N:16][CH:17]=[C:12]3[N:11]=[C:10]2[CH2:21][C:22]#[N:23])[CH2:5][CH2:4]1.C(N(CC)CC)C.Cl[C:32]([O:34][CH2:35][CH3:36])=[O:33]. Product: [C:22]([CH2:21][C:10]1[N:9]([C@H:6]2[CH2:7][CH2:8][C@H:3]([CH2:2][NH:1][C:32](=[O:33])[O:34][CH2:35][CH3:36])[CH2:4][CH2:5]2)[C:13]2=[C:14]3[S:20][CH:19]=[CH:18][C:15]3=[N:16][CH:17]=[C:12]2[N:11]=1)#[N:23]. The catalyst class is: 2. (3) Reactant: [Cl:1][C:2]1[CH:20]=[CH:19][C:5]2[N:6]([C:11]3[CH:12]=[CH:13][C:14]([C:17]#[N:18])=[N:15][CH:16]=3)[C:7]([CH2:9]Cl)=[N:8][C:4]=2[CH:3]=1.[NH:21]1[C:25]2=[CH:26][N:27]=[CH:28][CH:29]=[C:24]2[C:23]2([CH2:31][CH2:30]2)[C:22]1=[O:32].C(=O)([O-])[O-].[Cs+].[Cs+]. The catalyst class is: 10. Product: [Cl:1][C:2]1[CH:20]=[CH:19][C:5]2[N:6]([C:11]3[CH:12]=[CH:13][C:14]([C:17]#[N:18])=[N:15][CH:16]=3)[C:7]([CH2:9][N:21]3[C:25]4=[CH:26][N:27]=[CH:28][CH:29]=[C:24]4[C:23]4([CH2:30][CH2:31]4)[C:22]3=[O:32])=[N:8][C:4]=2[CH:3]=1. (4) Reactant: [CH:1]1([CH:6]=O)[CH2:5][CH2:4][CH2:3][CH2:2]1.Cl.[CH3:9][O:10][C:11](=[O:14])[CH2:12][NH2:13].CCN(CC)CC.[BH4-].[Na+]. Product: [CH3:9][O:10][C:11](=[O:14])[CH2:12][NH:13][CH2:6][CH:1]1[CH2:2][CH2:3][CH2:4][CH2:5]1. The catalyst class is: 5. (5) Reactant: [CH2:1]([O:8][C:9]1[CH:14]=[CH:13][N:12]([CH2:15][C:16]2[CH:21]=[CH:20][CH:19]=[C:18]([F:22])[CH:17]=2)[C:11](=[O:23])[CH:10]=1)[C:2]1[CH:7]=[CH:6][CH:5]=[CH:4][CH:3]=1.[I:24]N1C(=O)CCC1=O. Product: [CH2:1]([O:8][C:9]1[CH:14]=[CH:13][N:12]([CH2:15][C:16]2[CH:21]=[CH:20][CH:19]=[C:18]([F:22])[CH:17]=2)[C:11](=[O:23])[C:10]=1[I:24])[C:2]1[CH:7]=[CH:6][CH:5]=[CH:4][CH:3]=1. The catalyst class is: 10. (6) Reactant: [Br:1][C:2]1[C:10]2[C:5](=[N:6][CH:7]=[CH:8][CH:9]=2)[S:4][C:3]=1[C:11]([O:13]CC)=[O:12].[OH-].[K+]. Product: [Br:1][C:2]1[C:10]2[C:5](=[N:6][CH:7]=[CH:8][CH:9]=2)[S:4][C:3]=1[C:11]([OH:13])=[O:12]. The catalyst class is: 72. (7) Reactant: C([O:8][CH2:9][C:10]1([C:23]([OH:25])=[O:24])[CH2:14][CH2:13][CH:12]([CH3:15])[N:11]1[C:16]([O:18][C:19]([CH3:22])([CH3:21])[CH3:20])=[O:17])C1C=CC=CC=1. Product: [C:19]([O:18][C:16]([N:11]1[CH:12]([CH3:15])[CH2:13][CH2:14][C:10]1([CH2:9][OH:8])[C:23]([OH:25])=[O:24])=[O:17])([CH3:22])([CH3:20])[CH3:21]. The catalyst class is: 19. (8) Reactant: [F:1][C:2]1[CH:3]=[CH:4][C:5]([N+:23]([O-])=O)=[C:6]([CH:22]=1)[NH:7][C:8]1[S:12][C:11]2[CH:13]=[CH:14][C:15]([CH3:17])=[CH:16][C:10]=2[C:9]=1[C:18]([O:20][CH3:21])=[O:19].[H][H]. Product: [NH2:23][C:5]1[CH:4]=[CH:3][C:2]([F:1])=[CH:22][C:6]=1[NH:7][C:8]1[S:12][C:11]2[CH:13]=[CH:14][C:15]([CH3:17])=[CH:16][C:10]=2[C:9]=1[C:18]([O:20][CH3:21])=[O:19]. The catalyst class is: 849.